From a dataset of Full USPTO retrosynthesis dataset with 1.9M reactions from patents (1976-2016). Predict the reactants needed to synthesize the given product. (1) Given the product [Br:1][C:2]1[CH:10]=[CH:9][CH:8]=[C:7]2[C:3]=1[CH2:4][N:5]([CH2:12][CH2:13][C:14]1[CH:19]=[CH:18][CH:17]=[C:16]([O:20][CH3:21])[CH:15]=1)[CH2:6]2, predict the reactants needed to synthesize it. The reactants are: [Br:1][C:2]1[CH:10]=[CH:9][CH:8]=[C:7]2[C:3]=1[CH2:4][NH:5][CH2:6]2.Br[CH2:12][CH2:13][C:14]1[CH:19]=[CH:18][CH:17]=[C:16]([O:20][CH3:21])[CH:15]=1.C([O-])([O-])=O.[K+].[K+]. (2) Given the product [C:28]1([C:26]2[N:25]=[C:24]([C:34]3[CH:35]=[CH:36][CH:37]=[CH:38][CH:39]=3)[N:23]=[C:22]([C:17]3[CH:16]=[C:15]([C:55]4[CH:54]=[CH:53][C:52]([C:47]5[CH:48]=[CH:49][CH:50]=[CH:51][N:46]=5)=[CH:57][CH:56]=4)[CH:20]=[C:19]([C:1]4[C:10]5[C:5](=[CH:6][CH:7]=[CH:8][CH:9]=5)[CH:4]=[CH:3][CH:2]=4)[CH:18]=3)[N:27]=2)[CH:33]=[CH:32][CH:31]=[CH:30][CH:29]=1, predict the reactants needed to synthesize it. The reactants are: [C:1]1(B(O)O)[C:10]2[C:5](=[CH:6][CH:7]=[CH:8][CH:9]=2)[CH:4]=[CH:3][CH:2]=1.Br[C:15]1[CH:16]=[C:17]([C:22]2[N:27]=[C:26]([C:28]3[CH:33]=[CH:32][CH:31]=[CH:30][CH:29]=3)[N:25]=[C:24]([C:34]3[CH:39]=[CH:38][CH:37]=[CH:36][CH:35]=3)[N:23]=2)[CH:18]=[C:19](Br)[CH:20]=1.C([O-])([O-])=O.[K+].[K+].[N:46]1[CH:51]=[CH:50][CH:49]=[CH:48][C:47]=1[C:52]1[CH:57]=[CH:56][C:55](B(O)O)=[CH:54][CH:53]=1. (3) Given the product [ClH:24].[C:1]1([C:7]2[N:8]=[CH:9][C:10]([C:13]3[CH:14]=[CH:15][NH:16][N:17]=3)=[CH:11][N:12]=2)[CH:2]=[CH:3][CH:4]=[CH:5][CH:6]=1, predict the reactants needed to synthesize it. The reactants are: [C:1]1([C:7]2[N:12]=[CH:11][C:10]([C:13]3[N:17](C4CCCCO4)[N:16]=[CH:15][CH:14]=3)=[CH:9][N:8]=2)[CH:6]=[CH:5][CH:4]=[CH:3][CH:2]=1.[ClH:24].CC(OC)(C)C. (4) Given the product [F:42][C:27]([F:26])([F:41])[O:28][CH:29]1[CH2:32][N:31]([C:33]2[N:38]=[CH:37][N:36]=[C:35]([CH2:39][N:16]3[C:17](=[O:24])[C:18]4[C:23](=[CH:22][CH:21]=[CH:20][CH:19]=4)[C:15]3=[O:25])[CH:34]=2)[CH2:30]1, predict the reactants needed to synthesize it. The reactants are: CC(OC(/N=N/C(OC(C)C)=O)=O)C.[C:15]1(=[O:25])[C:23]2[C:18](=[CH:19][CH:20]=[CH:21][CH:22]=2)[C:17](=[O:24])[NH:16]1.[F:26][C:27]([F:42])([F:41])[O:28][CH:29]1[CH2:32][N:31]([C:33]2[N:38]=[CH:37][N:36]=[C:35]([CH2:39]O)[CH:34]=2)[CH2:30]1.C1C=CC(P(C2C=CC=CC=2)C2C=CC=CC=2)=CC=1. (5) Given the product [Cl:8][C:7]1[CH:6]=[CH:5][N:4]2[C:9](=[O:23])[N:10]([CH2:12][C:13]3[CH:14]=[N:15][C:16]([C:19]([F:22])([F:21])[F:20])=[CH:17][CH:18]=3)[N:11]=[C:3]2[C:2]=1[C:32]1[CH:37]=[CH:36][N:35]=[CH:34][CH:33]=1, predict the reactants needed to synthesize it. The reactants are: Br[C:2]1[C:3]2[N:4]([C:9](=[O:23])[N:10]([CH2:12][C:13]3[CH:14]=[N:15][C:16]([C:19]([F:22])([F:21])[F:20])=[CH:17][CH:18]=3)[N:11]=2)[CH:5]=[CH:6][C:7]=1[Cl:8].CC1(C)C(C)(C)OB([C:32]2[CH:37]=[CH:36][N:35]=[CH:34][CH:33]=2)O1.